The task is: Predict the reaction yield, written as a fraction of the theoretical maximum amount of product (1.0 means a 100% yield; for example, 0.34 means a 34% yield).. This data is from Reaction yield outcomes from USPTO patents with 853,638 reactions. (1) The reactants are [CH2:1]([O:8][C:9]1[C:10]([C:33]([OH:35])=O)=[N:11][C:12]([CH2:16][C:17]2([C:27]3[CH:32]=[CH:31][CH:30]=[CH:29][CH:28]=3)[CH2:26][CH2:25][C:20]3([O:24][CH2:23][CH2:22][O:21]3)[CH2:19][CH2:18]2)=[N:13][C:14]=1[OH:15])[C:2]1[CH:7]=[CH:6][CH:5]=[CH:4][CH:3]=1.[Si:36]([O:43][CH2:44][CH2:45][NH:46][CH:47]([CH3:49])[CH3:48])([C:39]([CH3:42])([CH3:41])[CH3:40])([CH3:38])[CH3:37].C(N(CC)C(C)C)(C)C.CN(C(ON1N=NC2C=CC=NC1=2)=[N+](C)C)C.F[P-](F)(F)(F)(F)F. The catalyst is CN(C)C=O.C(OCC)(=O)C.CCCCCC. The product is [Si:36]([O:43][CH2:44][CH2:45][N:46]([CH:47]([CH3:49])[CH3:48])[C:33]([C:10]1[C:9]([O:8][CH2:1][C:2]2[CH:3]=[CH:4][CH:5]=[CH:6][CH:7]=2)=[C:14]([OH:15])[N:13]=[C:12]([CH2:16][C:17]2([C:27]3[CH:32]=[CH:31][CH:30]=[CH:29][CH:28]=3)[CH2:18][CH2:19][C:20]3([O:21][CH2:22][CH2:23][O:24]3)[CH2:25][CH2:26]2)[N:11]=1)=[O:35])([C:39]([CH3:42])([CH3:41])[CH3:40])([CH3:38])[CH3:37]. The yield is 0.728. (2) The catalyst is C1COCC1.C(Cl)Cl. The reactants are [Li+].CC([N-]C(C)C)C.[F:9][C:10]1[CH:11]=[C:12]([CH:20]([C:23]2[CH:28]=[CH:27][C:26]([F:29])=[CH:25][N:24]=2)[C:21]#[N:22])[CH:13]=[C:14]([C:16]([F:19])([F:18])[F:17])[CH:15]=1.[CH2:30](Br)[C:31]1[CH:36]=[CH:35][CH:34]=[CH:33][CH:32]=1. The product is [F:9][C:10]1[CH:11]=[C:12]([C:20]([C:23]2[CH:28]=[CH:27][C:26]([F:29])=[CH:25][N:24]=2)([CH2:30][C:31]2[CH:36]=[CH:35][CH:34]=[CH:33][CH:32]=2)[C:21]#[N:22])[CH:13]=[C:14]([C:16]([F:19])([F:18])[F:17])[CH:15]=1. The yield is 0.720.